From a dataset of Forward reaction prediction with 1.9M reactions from USPTO patents (1976-2016). Predict the product of the given reaction. (1) Given the reactants [O:1]1[CH2:6][CH2:5][N:4]([CH2:7][CH2:8][N:9]2[CH2:17][C:16]3[C:11](=[CH:12][CH:13]=[C:14]([C:18]4[S:19][CH:20]=[CH:21][CH:22]=4)[CH:15]=3)[C:10]2=[O:23])[CH2:3][CH2:2]1.BrN1C(=O)CCC1=O.BrC1SC(C2C=C3C(=CC=2)C(=O)N(CCN2CCOCC2)C3)=CC=1.CC1(C)C(C)(C)OB([C:64]2[CH:65]=[C:66]([NH:70][C:71](=[O:77])[O:72][C:73]([CH3:76])([CH3:75])[CH3:74])[CH:67]=[N:68][CH:69]=2)O1, predict the reaction product. The product is: [O:1]1[CH2:6][CH2:5][N:4]([CH2:7][CH2:8][N:9]2[CH2:17][C:16]3[C:11](=[CH:12][CH:13]=[C:14]([C:18]4[S:19][C:20]([C:64]5[CH:65]=[C:66]([NH:70][C:71](=[O:77])[O:72][C:73]([CH3:75])([CH3:74])[CH3:76])[CH:67]=[N:68][CH:69]=5)=[CH:21][CH:22]=4)[CH:15]=3)[C:10]2=[O:23])[CH2:3][CH2:2]1. (2) The product is: [CH:30]1([N:33]2[CH:37]=[C:36]([C:2]3[C:3]([O:16][C:17]4[CH:22]=[C:21]([CH3:23])[CH:20]=[CH:19][N:18]=4)=[C:4]4[C:9](=[CH:10][CH:11]=3)[N:8]([C:12](=[O:14])[CH3:13])[C@@H:7]([CH3:15])[CH2:6][CH2:5]4)[CH:35]=[N:34]2)[CH2:32][CH2:31]1. Given the reactants Br[C:2]1[C:3]([O:16][C:17]2[CH:22]=[C:21]([CH3:23])[CH:20]=[CH:19][N:18]=2)=[C:4]2[C:9](=[CH:10][CH:11]=1)[N:8]([C:12](=[O:14])[CH3:13])[C@@H:7]([CH3:15])[CH2:6][CH2:5]2.O1CCOCC1.[CH:30]1([N:33]2[CH:37]=[C:36](B3OC(C)(C)C(C)(C)O3)[CH:35]=[N:34]2)[CH2:32][CH2:31]1.C(=O)([O-])[O-].[K+].[K+], predict the reaction product. (3) Given the reactants [NH2:1][C:2]1[S:3][C:4]([C:13]([NH:15][OH:16])=[NH:14])=[C:5]([C:7]2[CH:12]=[CH:11][CH:10]=[CH:9][CH:8]=2)[N:6]=1.[CH:17](OC)(OC)OC.B(F)(F)F.CCOCC, predict the reaction product. The product is: [O:16]1[CH:17]=[N:14][C:13]([C:4]2[S:3][C:2]([NH2:1])=[N:6][C:5]=2[C:7]2[CH:12]=[CH:11][CH:10]=[CH:9][CH:8]=2)=[N:15]1. (4) Given the reactants Cl[C:2]1[CH:7]=[C:6]([CH3:8])[N:5]=[C:4]([C:9]2[CH:14]=[CH:13][CH:12]=[C:11]([Cl:15])[N:10]=2)[N:3]=1.C(N(CC)CC)C.[Cl:23][C:24]1[CH:30]=[CH:29][C:27]([NH2:28])=[CH:26][CH:25]=1, predict the reaction product. The product is: [Cl:23][C:24]1[CH:30]=[CH:29][C:27]([NH:28][C:2]2[CH:7]=[C:6]([CH3:8])[N:5]=[C:4]([C:9]3[CH:14]=[CH:13][CH:12]=[C:11]([Cl:15])[N:10]=3)[N:3]=2)=[CH:26][CH:25]=1. (5) Given the reactants [OH:1][CH2:2][C:3]1[CH:4]=[C:5]([S:9]([NH:12][C:13]2[CH:18]=[CH:17][CH:16]=[CH:15][CH:14]=2)(=[O:11])=[O:10])[CH:6]=[CH:7][CH:8]=1, predict the reaction product. The product is: [CH:2]([C:3]1[CH:4]=[C:5]([S:9]([NH:12][C:13]2[CH:18]=[CH:17][CH:16]=[CH:15][CH:14]=2)(=[O:11])=[O:10])[CH:6]=[CH:7][CH:8]=1)=[O:1]. (6) The product is: [CH:3]1([C:6]2[CH:11]=[C:10]([CH2:12][N:13]3[CH2:16][C:15]4([CH2:20][C:19]([N:21]5[CH2:26][CH2:25][CH:24]([C:27]([OH:29])=[O:28])[CH2:23][CH2:22]5)=[N:18][O:17]4)[CH2:14]3)[CH:9]=[C:8]([O:32][CH2:33][CH2:34][CH3:35])[C:7]=2[C:36]2[CH:41]=[CH:40][C:39]([F:42])=[CH:38][CH:37]=2)[CH2:4][CH2:5]1. Given the reactants [OH-].[Na+].[CH:3]1([C:6]2[CH:11]=[C:10]([CH2:12][N:13]3[CH2:16][C:15]4([CH2:20][C:19]([N:21]5[CH2:26][CH2:25][CH:24]([C:27]([O:29]CC)=[O:28])[CH2:23][CH2:22]5)=[N:18][O:17]4)[CH2:14]3)[CH:9]=[C:8]([O:32][CH2:33][CH2:34][CH3:35])[C:7]=2[C:36]2[CH:41]=[CH:40][C:39]([F:42])=[CH:38][CH:37]=2)[CH2:5][CH2:4]1, predict the reaction product. (7) Given the reactants [N:1]1([C:6]2[CH:7]=[C:8]([C:12]([C:17]3[NH:25][C:20]4=[N:21][CH:22]=[CH:23][CH:24]=[C:19]4[CH:18]=3)=[CH:13][CH:14]([CH3:16])[CH3:15])[CH:9]=[CH:10][CH:11]=2)[CH:5]=[CH:4][CH:3]=[N:2]1, predict the reaction product. The product is: [N:1]1([C:6]2[CH:7]=[C:8]([CH:12]([C:17]3[NH:25][C:20]4=[N:21][CH:22]=[CH:23][CH:24]=[C:19]4[CH:18]=3)[CH2:13][CH:14]([CH3:16])[CH3:15])[CH:9]=[CH:10][CH:11]=2)[CH:5]=[CH:4][CH:3]=[N:2]1.